From a dataset of Full USPTO retrosynthesis dataset with 1.9M reactions from patents (1976-2016). Predict the reactants needed to synthesize the given product. (1) Given the product [OH:30][CH2:26][CH2:10][N:7]1[CH:8]=[CH:9][C:4]2[C:3](=[O:20])[C:2]([I:1])=[C:13]([C:14]3[CH:15]=[CH:16][CH:17]=[CH:18][CH:19]=3)[O:12][C:5]=2[C:6]1=[O:11], predict the reactants needed to synthesize it. The reactants are: [I:1][C:2]1[C:3](=[O:20])[C:4]2[CH:9]=[CH:8][N:7]([CH3:10])[C:6](=[O:11])[C:5]=2[O:12][C:13]=1[C:14]1[CH:19]=[CH:18][CH:17]=[CH:16][CH:15]=1.IC1C(=O)C2C=CN[C:26](=[O:30])C=2OC=1C1C=CC=CC=1.BrCCO. (2) Given the product [CH:18]([C:15]1[CH:16]=[CH:17][C:12]([N:9]([C:6]2[CH:7]=[CH:8][C:3]([O:2][CH3:1])=[CH:4][CH:5]=2)[CH3:10])=[CH:13][C:14]=1[N+:21]([O-:23])=[O:22])([CH3:20])[CH3:19], predict the reactants needed to synthesize it. The reactants are: [CH3:1][O:2][C:3]1[CH:8]=[CH:7][C:6]([NH:9][CH3:10])=[CH:5][CH:4]=1.Br[C:12]1[CH:17]=[CH:16][C:15]([CH:18]([CH3:20])[CH3:19])=[C:14]([N+:21]([O-:23])=[O:22])[CH:13]=1. (3) Given the product [O:8]=[C:9]1[C:14]([C:21]2[CH:22]=[CH:23][CH:24]=[CH:25][CH:26]=2)([C:15]2[CH:20]=[CH:19][CH:18]=[CH:17][CH:16]=2)[CH2:13][CH2:12][CH2:11][N:10]1[CH2:27][C:28]([N:30]([CH:41]1[CH2:42][CH2:43][NH:44][CH2:45][CH2:46]1)[C:31]1[CH:32]=[CH:33][C:34]([C:37]([F:38])([F:39])[F:40])=[CH:35][CH:36]=1)=[O:29], predict the reactants needed to synthesize it. The reactants are: FC(F)(F)C(O)=O.[O:8]=[C:9]1[C:14]([C:21]2[CH:26]=[CH:25][CH:24]=[CH:23][CH:22]=2)([C:15]2[CH:20]=[CH:19][CH:18]=[CH:17][CH:16]=2)[CH2:13][CH2:12][CH2:11][N:10]1[CH2:27][C:28]([N:30]([CH:41]1[CH2:46][CH2:45][N:44](C(OC(C)(C)C)=O)[CH2:43][CH2:42]1)[C:31]1[CH:36]=[CH:35][C:34]([C:37]([F:40])([F:39])[F:38])=[CH:33][CH:32]=1)=[O:29].